This data is from Cav3 T-type calcium channel HTS with 100,875 compounds. The task is: Binary Classification. Given a drug SMILES string, predict its activity (active/inactive) in a high-throughput screening assay against a specified biological target. (1) The compound is S(=O)(=O)(N1CCN(CC1)c1c(NC(=O)c2cc(OCC)c(OCC)c(OCC)c2)cccc1)C. The result is 0 (inactive). (2) The compound is S(CC(=O)N1CCOCC1)c1[nH]c2c(n1)c(c(cc2)C)C. The result is 0 (inactive). (3) The result is 1 (active). The compound is S(Cc1c(n(nc1)c1ccccc1)n1cccc1)CC(=O)NCc1cc(OC)ccc1. (4) The compound is O1c2n[nH]c(c2C(c2ccc(OC(=O)N3CCOCC3)cc2)C(=C1N)C#N)c1ccc(cc1)C. The result is 0 (inactive). (5) The drug is S(=O)(=O)(N1C(CCC1)C(=O)Nc1c(OCC)ccc(OCC)c1)c1c2ncccc2ccc1. The result is 0 (inactive). (6) The result is 0 (inactive). The compound is O(c1cc(n2c(=O)c3c(nc2)cc(OC)c(OC)c3)c(cc1OC)C(OC)=O)C. (7) The compound is O(C1C2C([NH+]3CCCC3)CCC1CC2)C(=O)C. The result is 0 (inactive).